From a dataset of Forward reaction prediction with 1.9M reactions from USPTO patents (1976-2016). Predict the product of the given reaction. (1) Given the reactants [CH3:1][N:2]([CH3:10])[C:3]1[CH:8]=[CH:7][C:6]([NH2:9])=[CH:5][CH:4]=1.P(=O)(O)(O)O.[N+]([O-])(O)=O.[N:20]([O-])=O.[Na+].[CH3:24][C:25](=[O:30])[CH2:26][C:27](=[O:29])[CH3:28].C([O-])(=O)C.[K+].C([O-])([O-])=O.[Na+].[Na+], predict the reaction product. The product is: [CH3:1][N:2]([CH3:10])[C:3]1[CH:8]=[CH:7][C:6]([NH:9][N:20]=[C:26]([C:25](=[O:30])[CH3:24])[C:27](=[O:29])[CH3:28])=[CH:5][CH:4]=1. (2) Given the reactants [CH3:1][CH:2]1[CH2:7]C[C:5](=O)[CH2:4][CH2:3]1.[C:9](=[O:12])(O)[O-:10].[Na+].ClC1C=C(C=CC=1)C(OO)=O, predict the reaction product. The product is: [CH3:1][CH:2]1[CH2:7][O:10][C:9](=[O:12])[CH2:5][CH2:4][CH2:3]1. (3) Given the reactants [C:1]([O:5][C:6](=[O:30])[CH2:7][CH:8]([N:11]1[C:17](=[O:18])[CH2:16][CH2:15][N:14]([C:19](=[O:29])/[CH:20]=[CH:21]/[C:22]2[CH:27]=[CH:26][CH:25]=[C:24]([Cl:28])[CH:23]=2)[CH2:13][CH2:12]1)[CH2:9][OH:10])([CH3:4])([CH3:3])[CH3:2].I[CH3:32].[H-].[Na+].OS([O-])(=O)=O.[K+], predict the reaction product. The product is: [C:1]([O:5][C:6](=[O:30])[CH2:7][CH:8]([N:11]1[C:17](=[O:18])[CH2:16][CH2:15][N:14]([C:19](=[O:29])/[CH:20]=[CH:21]/[C:22]2[CH:27]=[CH:26][CH:25]=[C:24]([Cl:28])[CH:23]=2)[CH2:13][CH2:12]1)[CH2:9][O:10][CH3:32])([CH3:4])([CH3:2])[CH3:3].